Predict the reactants needed to synthesize the given product. From a dataset of Full USPTO retrosynthesis dataset with 1.9M reactions from patents (1976-2016). (1) The reactants are: C(=O)([O-])[O-].[K+].[K+].Cl.[N:8]1([CH2:13][C:14]2[CH:15]=[C:16]([CH:31]=[C:32]([Cl:34])[CH:33]=2)/[CH:17]=[CH:18]/[C:19]2[CH:24]=[CH:23][C:22]([N:25]3[CH2:30][CH2:29][NH:28][CH2:27][CH2:26]3)=[CH:21][CH:20]=2)[CH:12]=[CH:11][N:10]=[CH:9]1.Br[CH2:36][CH:37]1[CH2:39][CH2:38]1. Given the product [N:8]1([CH2:13][C:14]2[CH:15]=[C:16]([CH:31]=[C:32]([Cl:34])[CH:33]=2)/[CH:17]=[CH:18]/[C:19]2[CH:24]=[CH:23][C:22]([N:25]3[CH2:26][CH2:27][N:28]([CH2:36][CH:37]4[CH2:39][CH2:38]4)[CH2:29][CH2:30]3)=[CH:21][CH:20]=2)[CH:12]=[CH:11][N:10]=[CH:9]1, predict the reactants needed to synthesize it. (2) Given the product [CH:4]([C:17]1[CH:16]=[C:15]([C:19]([C:21]2[CH:22]=[CH:23][C:24]([O:27][CH3:28])=[CH:25][CH:26]=2)=[O:20])[N:14]([CH2:11][CH:12]=[CH2:13])[CH:18]=1)=[O:5], predict the reactants needed to synthesize it. The reactants are: CN([CH:4]=[O:5])C.O=P(Cl)(Cl)Cl.[CH2:11]([N:14]1[CH:18]=[CH:17][CH:16]=[C:15]1[C:19]([C:21]1[CH:26]=[CH:25][C:24]([O:27][CH3:28])=[CH:23][CH:22]=1)=[O:20])[CH:12]=[CH2:13].C([O-])(=O)C.[Na+]. (3) Given the product [Cl:1][C:2]1[CH:3]=[CH:4][C:5]([C:28]([F:31])([F:29])[F:30])=[C:6]([CH:27]=1)[CH2:7][N:8]1[CH2:13][CH2:12][NH:11][C:10]2[N:14]=[CH:15][C:16]([C:18]3[CH:19]=[C:20]([CH:24]=[CH:25][CH:26]=3)[C:21]([N:33]([CH2:34][C:35]3[CH:40]=[CH:39][CH:38]=[CH:37][C:36]=3[O:41][CH3:42])[CH3:32])=[O:22])=[CH:17][C:9]1=2, predict the reactants needed to synthesize it. The reactants are: [Cl:1][C:2]1[CH:3]=[CH:4][C:5]([C:28]([F:31])([F:30])[F:29])=[C:6]([CH:27]=1)[CH2:7][N:8]1[CH2:13][CH2:12][NH:11][C:10]2[N:14]=[CH:15][C:16]([C:18]3[CH:19]=[C:20]([CH:24]=[CH:25][CH:26]=3)[C:21](O)=[O:22])=[CH:17][C:9]1=2.[CH3:32][NH:33][CH2:34][C:35]1[CH:40]=[CH:39][CH:38]=[CH:37][C:36]=1[O:41][CH3:42]. (4) Given the product [Cl:25][C:26]1[N:27]=[CH:28][C:29]([S:32]([N:15]([CH3:16])[C:12]2[CH:13]=[CH:14][C:9]([CH2:8][N:6]3[CH2:5][CH2:4][N:3]([C:18]([O:20][C:21]([CH3:23])([CH3:22])[CH3:24])=[O:19])[C@@H:2]([CH3:1])[CH2:7]3)=[C:10]([CH3:17])[CH:11]=2)(=[O:34])=[O:33])=[CH:30][CH:31]=1, predict the reactants needed to synthesize it. The reactants are: [CH3:1][C@H:2]1[CH2:7][N:6]([CH2:8][C:9]2[CH:14]=[CH:13][C:12]([NH:15][CH3:16])=[CH:11][C:10]=2[CH3:17])[CH2:5][CH2:4][N:3]1[C:18]([O:20][C:21]([CH3:24])([CH3:23])[CH3:22])=[O:19].[Cl:25][C:26]1[CH:31]=[CH:30][C:29]([S:32](Cl)(=[O:34])=[O:33])=[CH:28][N:27]=1. (5) Given the product [F:1][C:2]1[CH:3]=[CH:4][C:5]([C:8]2[N:9]=[C:10]3[CH:15]=[C:14]([CH:16]4[CH2:21][CH2:20][N:19]([CH3:30])[CH2:18][CH2:17]4)[CH:13]=[CH:12][N:11]3[C:22]=2[C:23]2[CH:28]=[CH:27][N:26]=[C:25]([CH3:29])[N:24]=2)=[CH:6][CH:7]=1, predict the reactants needed to synthesize it. The reactants are: [F:1][C:2]1[CH:7]=[CH:6][C:5]([C:8]2[N:9]=[C:10]3[CH:15]=[C:14]([CH:16]4[CH2:21][CH2:20][NH:19][CH2:18][CH2:17]4)[CH:13]=[CH:12][N:11]3[C:22]=2[C:23]2[CH:28]=[CH:27][N:26]=[C:25]([CH3:29])[N:24]=2)=[CH:4][CH:3]=1.[C:30](O)(=O)C.[BH3-]C#N.[Na+]. (6) Given the product [CH3:19][S:20]([O:17][CH2:16][CH2:15][C@H:14]1[C:9]2[CH:8]=[CH:7][C:6]([N:1]3[CH:5]=[CH:4][CH:3]=[N:2]3)=[CH:18][C:10]=2[CH2:11][CH2:12][O:13]1)(=[O:22])=[O:21], predict the reactants needed to synthesize it. The reactants are: [N:1]1([C:6]2[CH:7]=[CH:8][C:9]3[C@H:14]([CH2:15][CH2:16][OH:17])[O:13][CH2:12][CH2:11][C:10]=3[CH:18]=2)[CH:5]=[CH:4][CH:3]=[N:2]1.[CH3:19][S:20](Cl)(=[O:22])=[O:21].CS(OCC[C@H]1C2C=CC(C(N)=O)=CC=2CCO1)(=O)=O. (7) Given the product [CH3:14][C:15]1[N:16]=[C:17]([NH:26][C:7]([C:6]2[CH:10]=[CH:11][CH:12]=[CH:13][C:5]=2[O:4][C:1](=[O:3])[CH3:2])=[O:9])[S:18][C:19]=1[CH2:20][CH2:21][O:22][N+:23]([O-:25])=[O:24], predict the reactants needed to synthesize it. The reactants are: [C:1]([O:4][C:5]1[CH:13]=[CH:12][CH:11]=[CH:10][C:6]=1[C:7]([OH:9])=O)(=[O:3])[CH3:2].[CH3:14][C:15]1[N:16]=[C:17]([NH2:26])[S:18][C:19]=1[CH2:20][CH2:21][O:22][N+:23]([O-:25])=[O:24]. (8) Given the product [C:1]([C:3]1[C:4]([C:13]2[C:21]3[C:16](=[N:17][CH:18]=[C:19]([NH:22][C:23](=[O:32])[O:24][CH2:25][C:26]4[CH:31]=[CH:30][CH:29]=[CH:28][CH:27]=4)[CH:20]=3)[N:15]([S:33]([C:36]3[CH:42]=[CH:41][C:39]([CH3:40])=[CH:38][CH:37]=3)(=[O:35])=[O:34])[CH:14]=2)=[N:5][C:6]([NH:46][CH:43]([CH3:45])[CH3:44])=[N:7][CH:8]=1)#[N:2], predict the reactants needed to synthesize it. The reactants are: [C:1]([C:3]1[C:4]([C:13]2[C:21]3[C:16](=[N:17][CH:18]=[C:19]([NH:22][C:23](=[O:32])[O:24][CH2:25][C:26]4[CH:31]=[CH:30][CH:29]=[CH:28][CH:27]=4)[CH:20]=3)[N:15]([S:33]([C:36]3[CH:42]=[CH:41][C:39]([CH3:40])=[CH:38][CH:37]=3)(=[O:35])=[O:34])[CH:14]=2)=[N:5][C:6](S(C)(=O)=O)=[N:7][CH:8]=1)#[N:2].[CH:43]([NH2:46])([CH3:45])[CH3:44].CCN(C(C)C)C(C)C.